From a dataset of NCI-60 drug combinations with 297,098 pairs across 59 cell lines. Regression. Given two drug SMILES strings and cell line genomic features, predict the synergy score measuring deviation from expected non-interaction effect. (1) Drug 1: CCCCCOC(=O)NC1=NC(=O)N(C=C1F)C2C(C(C(O2)C)O)O. Drug 2: C1=CN(C=N1)CC(O)(P(=O)(O)O)P(=O)(O)O. Cell line: CAKI-1. Synergy scores: CSS=-2.08, Synergy_ZIP=-5.78, Synergy_Bliss=-15.8, Synergy_Loewe=-7.96, Synergy_HSA=-11.7. (2) Drug 1: C1CN1P(=S)(N2CC2)N3CC3. Drug 2: C1=CN(C(=O)N=C1N)C2C(C(C(O2)CO)O)O.Cl. Cell line: KM12. Synergy scores: CSS=28.3, Synergy_ZIP=-6.12, Synergy_Bliss=-2.70, Synergy_Loewe=-10.5, Synergy_HSA=0.815. (3) Drug 1: CN(C)N=NC1=C(NC=N1)C(=O)N. Drug 2: CC1=CC=C(C=C1)C2=CC(=NN2C3=CC=C(C=C3)S(=O)(=O)N)C(F)(F)F. Cell line: SN12C. Synergy scores: CSS=0.201, Synergy_ZIP=-0.448, Synergy_Bliss=-1.03, Synergy_Loewe=-1.47, Synergy_HSA=-1.32. (4) Drug 1: CC1C(C(CC(O1)OC2CC(OC(C2O)C)OC3=CC4=CC5=C(C(=O)C(C(C5)C(C(=O)C(C(C)O)O)OC)OC6CC(C(C(O6)C)O)OC7CC(C(C(O7)C)O)OC8CC(C(C(O8)C)O)(C)O)C(=C4C(=C3C)O)O)O)O. Drug 2: CC(C)(C#N)C1=CC(=CC(=C1)CN2C=NC=N2)C(C)(C)C#N. Cell line: SNB-19. Synergy scores: CSS=29.0, Synergy_ZIP=1.18, Synergy_Bliss=-1.42, Synergy_Loewe=-11.0, Synergy_HSA=-2.39. (5) Drug 1: C1=NC2=C(N1)C(=S)N=CN2. Cell line: PC-3. Drug 2: CCN(CC)CCCC(C)NC1=C2C=C(C=CC2=NC3=C1C=CC(=C3)Cl)OC. Synergy scores: CSS=26.4, Synergy_ZIP=-6.34, Synergy_Bliss=-0.217, Synergy_Loewe=-4.70, Synergy_HSA=0.00395. (6) Drug 1: CC1C(C(CC(O1)OC2CC(CC3=C2C(=C4C(=C3O)C(=O)C5=C(C4=O)C(=CC=C5)OC)O)(C(=O)C)O)N)O.Cl. Drug 2: CC1CCC2CC(C(=CC=CC=CC(CC(C(=O)C(C(C(=CC(C(=O)CC(OC(=O)C3CCCCN3C(=O)C(=O)C1(O2)O)C(C)CC4CCC(C(C4)OC)O)C)C)O)OC)C)C)C)OC. Cell line: SR. Synergy scores: CSS=53.6, Synergy_ZIP=-8.90, Synergy_Bliss=-11.7, Synergy_Loewe=-10.8, Synergy_HSA=-8.05.